Dataset: Forward reaction prediction with 1.9M reactions from USPTO patents (1976-2016). Task: Predict the product of the given reaction. (1) Given the reactants C(OC([N:8]([CH2:44][C:45]([OH:47])=[O:46])[C:9]1[CH:14]=[CH:13][CH:12]=[C:11]([NH:15][C:16](=[O:43])[CH2:17][N:18]2[N:24]=[C:23]([CH:25]3[CH2:30][CH2:29][CH2:28][CH2:27][CH2:26]3)[C:22]3[CH:31]=[CH:32][CH:33]=[CH:34][C:21]=3[N:20]([CH2:35][C:36](=[O:41])[C:37]([CH3:40])([CH3:39])[CH3:38])[C:19]2=[O:42])[CH:10]=1)=O)(C)(C)C, predict the reaction product. The product is: [CH:25]1([C:23]2[C:22]3[CH:31]=[CH:32][CH:33]=[CH:34][C:21]=3[N:20]([CH2:35][C:36](=[O:41])[C:37]([CH3:40])([CH3:39])[CH3:38])[C:19](=[O:42])[N:18]([CH2:17][C:16]([NH:15][C:11]3[CH:10]=[C:9]([NH:8][CH2:44][C:45]([OH:47])=[O:46])[CH:14]=[CH:13][CH:12]=3)=[O:43])[N:24]=2)[CH2:26][CH2:27][CH2:28][CH2:29][CH2:30]1. (2) Given the reactants [I:1][C:2]1[CH:7]=[CH:6][C:5]([CH2:8][CH2:9][CH2:10][CH2:11][CH2:12][CH2:13][CH2:14][CH2:15][CH2:16][CH2:17][CH2:18][CH2:19][CH2:20][CH2:21][CH2:22][OH:23])=[CH:4][CH:3]=1.[S:24](Cl)([C:27]1[CH:33]=[CH:32][C:30]([CH3:31])=[CH:29][CH:28]=1)(=[O:26])=[O:25], predict the reaction product. The product is: [S:24]([C:27]1[CH:33]=[CH:32][C:30]([CH3:31])=[CH:29][CH:28]=1)([O:23][CH2:22][CH2:21][CH2:20][CH2:19][CH2:18][CH2:17][CH2:16][CH2:15][CH2:14][CH2:13][CH2:12][CH2:11][CH2:10][CH2:9][CH2:8][C:5]1[CH:4]=[CH:3][C:2]([I:1])=[CH:7][CH:6]=1)(=[O:26])=[O:25]. (3) Given the reactants [CH3:1][O:2][C:3]1[CH:4]=[C:5]2[C:10](=[CH:11][C:12]=1[O:13][CH3:14])[NH:9][C:8](=[O:15])[CH:7]=[N:6]2.[H-].[Na+].FC1C=C2C(C=CC(=O)N2CCN2CCC(NCC3C=CC4OCC(=O)NC=4N=3)CC2)=CC=1.COC1C=C2C(C=CC(=O)N2[CH2:63][CH2:64][N:65]2[CH2:70][CH2:69][CH:68]([NH:71][C:72](=[O:78])[O:73][C:74]([CH3:77])([CH3:76])[CH3:75])[CH2:67][CH2:66]2)=CC=1, predict the reaction product. The product is: [CH3:1][O:2][C:3]1[CH:4]=[C:5]2[C:10](=[CH:11][C:12]=1[O:13][CH3:14])[N:9]([CH2:63][CH2:64][N:65]1[CH2:70][CH2:69][CH:68]([NH:71][C:72](=[O:78])[O:73][C:74]([CH3:77])([CH3:76])[CH3:75])[CH2:67][CH2:66]1)[C:8](=[O:15])[CH:7]=[N:6]2. (4) Given the reactants OS(O)(=O)=O.[Br:6][C:7]1[S:11][C:10]([C:12]([OH:14])=[O:13])=[CH:9][CH:8]=1.[CH3:15]O, predict the reaction product. The product is: [Br:6][C:7]1[S:11][C:10]([C:12]([O:14][CH3:15])=[O:13])=[CH:9][CH:8]=1.